From a dataset of Reaction yield outcomes from USPTO patents with 853,638 reactions. Predict the reaction yield, written as a fraction of the theoretical maximum amount of product (1.0 means a 100% yield; for example, 0.34 means a 34% yield). (1) The reactants are [NH2:1][C@:2]12[CH2:37][CH2:36][C@@H:35]([C:38]([CH3:40])=[CH2:39])[C@@H:3]1[C@@H:4]1[C@@:17]([CH3:20])([CH2:18][CH2:19]2)[C@@:16]2([CH3:21])[C@@H:7]([C@:8]3([CH3:34])[C@@H:13]([CH2:14][CH2:15]2)[C:12]([CH3:23])([CH3:22])[C:11]([C:24]2[CH:33]=[CH:32][C:27]([C:28]([O:30][CH3:31])=[O:29])=[CH:26][CH:25]=2)=[CH:10][CH2:9]3)[CH2:6][CH2:5]1.[CH:41]([S:43]([CH:46]=[CH2:47])(=[O:45])=[O:44])=[CH2:42]. The catalyst is CCO. The product is [CH3:20][C@:17]12[C@@:16]3([CH3:21])[C@@H:7]([C@:8]4([CH3:34])[C@@H:13]([CH2:14][CH2:15]3)[C:12]([CH3:22])([CH3:23])[C:11]([C:24]3[CH:25]=[CH:26][C:27]([C:28]([O:30][CH3:31])=[O:29])=[CH:32][CH:33]=3)=[CH:10][CH2:9]4)[CH2:6][CH2:5][C@@H:4]1[C@H:3]1[C@H:35]([C:38]([CH3:40])=[CH2:39])[CH2:36][CH2:37][C@:2]1([NH:1][CH2:47][CH2:46][S:43]([CH:41]=[CH2:42])(=[O:45])=[O:44])[CH2:19][CH2:18]2. The yield is 0.680. (2) The reactants are [NH:1]([C:3]([S:5][CH3:6])=[NH:4])[NH2:2].O.[F:8][C:9]1[CH:14]=[C:13]([F:15])[CH:12]=[CH:11][C:10]=1[C:16]([CH:18]=O)=O. No catalyst specified. The product is [CH3:6][S:5][C:3]1[N:1]=[N:2][CH:18]=[C:16]([C:10]2[CH:11]=[CH:12][C:13]([F:15])=[CH:14][C:9]=2[F:8])[N:4]=1. The yield is 0.780. (3) The reactants are [C:1]([C:5]1[CH:10]=[C:9](Br)[C:8]([N+:12]([O-:14])=[O:13])=[CH:7][C:6]=1[OH:15])([CH3:4])([CH3:3])[CH3:2].[CH2:16]([O:18][C:19]1[CH:24]=[CH:23][CH:22]=[CH:21][C:20]=1B(O)O)[CH3:17].C(=O)([O-])[O-].[K+].[K+].O. The catalyst is CN(C=O)C.C1C=CC([P]([Pd]([P](C2C=CC=CC=2)(C2C=CC=CC=2)C2C=CC=CC=2)([P](C2C=CC=CC=2)(C2C=CC=CC=2)C2C=CC=CC=2)[P](C2C=CC=CC=2)(C2C=CC=CC=2)C2C=CC=CC=2)(C2C=CC=CC=2)C2C=CC=CC=2)=CC=1. The product is [C:1]([C:5]1[CH:10]=[C:9]([C:20]2[CH:21]=[CH:22][CH:23]=[CH:24][C:19]=2[O:18][CH2:16][CH3:17])[C:8]([N+:12]([O-:14])=[O:13])=[CH:7][C:6]=1[OH:15])([CH3:4])([CH3:3])[CH3:2]. The yield is 0.920. (4) The reactants are [Br:1][C:2]1[CH:6]=[N:5][N:4]([CH3:7])[C:3]=1[C:8]1[CH:9]=[C:10]([NH2:16])[CH:11]=[CH:12][C:13]=1[O:14][CH3:15].[CH:17]([C:20]1[CH:25]=[CH:24][C:23]([N:26]=[C:27]=[O:28])=[CH:22][CH:21]=1)([CH3:19])[CH3:18]. The catalyst is C(Cl)Cl. The product is [Br:1][C:2]1[CH:6]=[N:5][N:4]([CH3:7])[C:3]=1[C:8]1[CH:9]=[C:10]([NH:16][C:27]([NH:26][C:23]2[CH:24]=[CH:25][C:20]([CH:17]([CH3:19])[CH3:18])=[CH:21][CH:22]=2)=[O:28])[CH:11]=[CH:12][C:13]=1[O:14][CH3:15]. The yield is 0.500. (5) The reactants are Cl.[CH:2]1([C:6]2[C:10]3[CH2:11][NH:12][CH2:13][CH2:14][C:9]=3[NH:8][N:7]=2)[CH2:5][CH2:4][CH2:3]1.[Cl:15][C:16]1[CH:21]=[CH:20][CH:19]=[C:18]([N:22]=[C:23]=[O:24])[CH:17]=1. The catalyst is C(Cl)Cl. The product is [Cl:15][C:16]1[CH:17]=[C:18]([NH:22][C:23]([N:12]2[CH2:13][CH2:14][C:9]3[NH:8][N:7]=[C:6]([CH:2]4[CH2:5][CH2:4][CH2:3]4)[C:10]=3[CH2:11]2)=[O:24])[CH:19]=[CH:20][CH:21]=1. The yield is 0.285. (6) The reactants are [CH3:1][C:2]1[CH:7]=[CH:6][C:5]([S:8]([O:11][CH2:12][C@H:13]2[CH:22]=[CH:21][C:20]3[C:15](=[CH:16][CH:17]=[CH:18][CH:19]=3)[O:14]2)(=[O:10])=[O:9])=[CH:4][CH:3]=1. The catalyst is C(O)C.[Pd]. The product is [CH3:1][C:2]1[CH:3]=[CH:4][C:5]([S:8]([O:11][CH2:12][C@H:13]2[CH2:22][CH2:21][C:20]3[C:15](=[CH:16][CH:17]=[CH:18][CH:19]=3)[O:14]2)(=[O:10])=[O:9])=[CH:6][CH:7]=1. The yield is 0.950.